From a dataset of Reaction yield outcomes from USPTO patents with 853,638 reactions. Predict the reaction yield, written as a fraction of the theoretical maximum amount of product (1.0 means a 100% yield; for example, 0.34 means a 34% yield). The reactants are [CH:1]1([N:6]([CH3:33])[C:7]2[C:8]([CH3:32])=[C:9]([CH:23]=[C:24]([C:26]3[CH2:27][CH2:28][NH:29][CH2:30][CH:31]=3)[CH:25]=2)[C:10]([NH:12][CH2:13][C:14]2[C:15](=[O:22])[NH:16][C:17]([CH3:21])=[CH:18][C:19]=2[CH3:20])=[O:11])[CH2:5][CH2:4][CH2:3][CH2:2]1.C=O.[C:36]([BH3-])#N.[Na+]. The catalyst is CO. The product is [CH:1]1([N:6]([CH3:33])[C:7]2[C:8]([CH3:32])=[C:9]([CH:23]=[C:24]([C:26]3[CH2:27][CH2:28][N:29]([CH3:36])[CH2:30][CH:31]=3)[CH:25]=2)[C:10]([NH:12][CH2:13][C:14]2[C:15](=[O:22])[NH:16][C:17]([CH3:21])=[CH:18][C:19]=2[CH3:20])=[O:11])[CH2:2][CH2:3][CH2:4][CH2:5]1. The yield is 0.630.